Task: Predict the reactants needed to synthesize the given product.. Dataset: Full USPTO retrosynthesis dataset with 1.9M reactions from patents (1976-2016) (1) Given the product [CH3:27][C:28]1[CH:29]=[N:30][N:31]2[C:22]([CH2:23][CH2:24][CH3:25])=[C:16]([CH2:15][C:12]3[CH:13]=[CH:14][C:9]([C:4]4[C:3]([C:1]#[N:2])=[CH:8][CH:7]=[CH:6][CH:5]=4)=[CH:10][CH:11]=3)[C:17](=[O:18])[N:33]([CH:34]3[CH2:39][CH2:38][O:37][CH2:36][CH2:35]3)[C:32]=12, predict the reactants needed to synthesize it. The reactants are: [C:1]([C:3]1[CH:8]=[CH:7][CH:6]=[CH:5][C:4]=1[C:9]1[CH:14]=[CH:13][C:12]([CH2:15][CH:16]([C:22](=O)[CH2:23][CH2:24][CH3:25])[C:17](OCC)=[O:18])=[CH:11][CH:10]=1)#[N:2].[CH3:27][C:28]1[CH:29]=[N:30][NH:31][C:32]=1[NH:33][CH:34]1[CH2:39][CH2:38][O:37][CH2:36][CH2:35]1.N12CCCN=C1CCCCC2.C(N(CC)C1C=CC=CC=1)C. (2) Given the product [CH2:1]([N:3]([CH2:38][CH3:39])[CH2:4][CH2:5][CH2:6][NH:7][C:8]1[N:9]=[C:10]([C:27]2[C:28]([F:57])=[C:29]([CH:33]=[CH:34][C:35]=2[CH3:36])[C:30]([NH:55][CH3:50])=[O:31])[C:11]2[CH:17]=[CH:16][C:15](=[O:18])[N:14]([C:19]3[C:20]([F:26])=[CH:21][CH:22]=[CH:23][C:24]=3[F:25])[C:12]=2[N:13]=1)[CH3:2], predict the reactants needed to synthesize it. The reactants are: [CH2:1]([N:3]([CH2:38][CH3:39])[CH2:4][CH2:5][CH2:6][NH:7][C:8]1[N:9]=[C:10]([C:27]2[CH:28]=[C:29]([CH:33]=[C:34](F)[C:35]=2[CH3:36])[C:30](O)=[O:31])[C:11]2[CH:17]=[CH:16][C:15](=[O:18])[N:14]([C:19]3[C:24]([F:25])=[CH:23][CH:22]=[CH:21][C:20]=3[F:26])[C:12]=2[N:13]=1)[CH3:2].CN(C(ON1N=[N:55][C:50]2C=CC=CC1=2)=[N+](C)C)C.[F:57][P-](F)(F)(F)(F)F.C(N(CC)CC)C.CN. (3) Given the product [F:14][C:8]1[CH:9]=[CH:10][C:11]2[C:12]3[O:13][C:22]([CH2:23][CH2:24][CH3:25])=[N:2][C:3]=3[CH:4]=[N:5][C:6]=2[CH:7]=1, predict the reactants needed to synthesize it. The reactants are: Cl.[NH2:2][C:3]1[CH:4]=[N:5][C:6]2[C:11]([C:12]=1[OH:13])=[CH:10][CH:9]=[C:8]([F:14])[CH:7]=2.C(N(CC)CC)C.[C:22](O[C:22](=O)[CH2:23][CH2:24][CH3:25])(=O)[CH2:23][CH2:24][CH3:25].[OH-].[Na+]. (4) Given the product [I:37][CH:2]1[CH2:5][N:4]([C:6]([O:8][C:9]([CH3:12])([CH3:11])[CH3:10])=[O:7])[CH2:3]1, predict the reactants needed to synthesize it. The reactants are: O[CH:2]1[CH2:5][N:4]([C:6]([O:8][C:9]([CH3:12])([CH3:11])[CH3:10])=[O:7])[CH2:3]1.N1C=CN=C1.C1(P(C2C=CC=CC=2)C2C=CC=CC=2)C=CC=CC=1.[I:37]I.C([O-])(O)=O.[Na+].